Dataset: Reaction yield outcomes from USPTO patents with 853,638 reactions. Task: Predict the reaction yield, written as a fraction of the theoretical maximum amount of product (1.0 means a 100% yield; for example, 0.34 means a 34% yield). (1) The reactants are [NH2:1][C:2]1[CH:3]=[C:4]([CH:8]=[CH:9][CH:10]=1)[C:5]([OH:7])=[O:6].C1COCC1.[CH3:16][C:17]([O:20][C:21](O[C:21]([O:20][C:17]([CH3:19])([CH3:18])[CH3:16])=[O:22])=[O:22])([CH3:19])[CH3:18].CCN(CC)CC. The catalyst is O. The product is [C:17]([O:20][C:21]([NH:1][C:2]1[CH:3]=[C:4]([CH:8]=[CH:9][CH:10]=1)[C:5]([OH:7])=[O:6])=[O:22])([CH3:19])([CH3:18])[CH3:16]. The yield is 0.970. (2) The reactants are [N+:1]([C:4]1[CH:9]=[CH:8][C:7]([CH:10]([CH2:15][C:16]([OH:18])=O)[CH2:11][C:12](O)=[O:13])=[CH:6][CH:5]=1)([O-:3])=[O:2].ClC(OC)=O.C([N:26](CC)CC)C.N.CC([O-])=O.[Na+].C(OC(=O)C)(=O)C. The catalyst is O1CCOCC1. The product is [N+:1]([C:4]1[CH:9]=[CH:8][C:7]([CH:10]2[CH2:15][C:16](=[O:18])[NH:26][C:12](=[O:13])[CH2:11]2)=[CH:6][CH:5]=1)([O-:3])=[O:2]. The yield is 0.430. (3) The yield is 0.670. The reactants are Br[C:2]1[CH:3]=[N:4][N:5]([C:7]([CH3:10])([CH3:9])[CH3:8])[CH:6]=1.[Li]CCCC.[C:16](=[O:18])=[O:17]. The catalyst is C1COCC1. The product is [C:7]([N:5]1[CH:6]=[C:2]([C:16]([OH:18])=[O:17])[CH:3]=[N:4]1)([CH3:10])([CH3:9])[CH3:8].